Dataset: Reaction yield outcomes from USPTO patents with 853,638 reactions. Task: Predict the reaction yield, written as a fraction of the theoretical maximum amount of product (1.0 means a 100% yield; for example, 0.34 means a 34% yield). The reactants are [C:1]1([CH3:14])[CH:6]=[C:5]([CH3:7])[CH:4]=[C:3]([CH3:8])[C:2]=1[O:9][CH2:10][C:11]([OH:13])=O.C([N:18](C(C)C)CC)(C)C.N[N:25]([CH:33]=[NH:34])[C:26](=[O:32])[O:27][C:28]([CH3:31])([CH3:30])[CH3:29].O.ON1C2C=CC=CC=2N=N1.F[P-](F)(F)(F)(F)F.N1(OC(N(C)C)=[N+](C)C)C2C=CC=CC=2N=N1. The catalyst is CN(C)C=O. The product is [NH:18]=[C:33]([NH:25][C:26](=[O:32])[O:27][C:28]([CH3:31])([CH3:30])[CH3:29])[NH:34][C:11](=[O:13])[CH2:10][O:9][C:2]1[C:1]([CH3:14])=[CH:6][C:5]([CH3:7])=[CH:4][C:3]=1[CH3:8]. The yield is 0.880.